This data is from Forward reaction prediction with 1.9M reactions from USPTO patents (1976-2016). The task is: Predict the product of the given reaction. (1) Given the reactants [CH2:1]([O:3][C:4]([N:6]1[CH2:22][CH2:21][C:8]2([CH2:11][CH:10]([N:12]3[CH2:17][CH2:16][CH:15]([C:18](O)=[O:19])[CH2:14][CH2:13]3)[CH2:9]2)[CH2:7]1)=[O:5])[CH3:2].C[N:24]([CH:26]=O)C.CN(C(ON1N=N[C:38]2[CH:39]=CC=N[C:37]1=2)=[N+](C)C)C.F[P-](F)(F)(F)(F)F.CCN(C(C)C)C(C)C, predict the reaction product. The product is: [CH3:37][CH:38]([CH3:39])[CH2:26][NH:24][C:18]([CH:15]1[CH2:14][CH2:13][N:12]([CH:10]2[CH2:9][C:8]3([CH2:21][CH2:22][N:6]([C:4]([O:3][CH2:1][CH3:2])=[O:5])[CH2:7]3)[CH2:11]2)[CH2:17][CH2:16]1)=[O:19]. (2) Given the reactants [OH:1][CH2:2][CH2:3][N:4]1[C:8](=[O:9])[C:7]2=[CH:10][CH:11]=[CH:12][CH:13]=[C:6]2[C:5]1=[O:14].B.[H][H].[CH3:18][C:19]1[C:33](=[O:34])[N:32]=[C:31]2[N:21]([C@@H:22]3[O:26][C@H:25]([CH2:27][OH:28])[C@@H:24]([OH:29])[C@@H:23]3[O:30]2)[CH:20]=1.C(=O)(O)[O-].[Na+], predict the reaction product. The product is: [C:8]1(=[O:9])[N:4]([CH2:3][CH2:2][O:1][C@@H:23]2[C@H:24]([OH:29])[C@@H:25]([CH2:27][OH:28])[O:26][C@H:22]2[N:21]2[CH:20]=[C:19]([CH3:18])[C:33](=[O:34])[NH:32][C:31]2=[O:30])[C:5](=[O:14])[C:6]2=[CH:13][CH:12]=[CH:11][CH:10]=[C:7]12.